Dataset: Full USPTO retrosynthesis dataset with 1.9M reactions from patents (1976-2016). Task: Predict the reactants needed to synthesize the given product. (1) Given the product [N:14]1[CH:19]=[CH:18][CH:17]=[C:16]([CH2:20][NH:21][C:2](=[O:3])[NH:1][C:4]2[CH:5]=[CH:6][C:7]([S:10]([Cl:13])(=[O:12])=[O:11])=[CH:8][CH:9]=2)[CH:15]=1, predict the reactants needed to synthesize it. The reactants are: [N:1]([C:4]1[CH:9]=[CH:8][C:7]([S:10]([Cl:13])(=[O:12])=[O:11])=[CH:6][CH:5]=1)=[C:2]=[O:3].[N:14]1[CH:19]=[CH:18][CH:17]=[C:16]([CH2:20][NH2:21])[CH:15]=1. (2) Given the product [NH2:12][C:9]1[CH:10]=[CH:11][C:6]([C:2]([CH3:5])([CH3:1])[C:3]#[N:4])=[N:7][CH:8]=1, predict the reactants needed to synthesize it. The reactants are: [CH3:1][C:2]([C:6]1[CH:11]=[CH:10][C:9]([N+:12]([O-])=O)=[CH:8][N:7]=1)([CH3:5])[C:3]#[N:4]. (3) Given the product [C:21]([C:19]1[S:18]/[C:17](=[N:25]\[C:29](=[O:30])[C:28]2[CH:32]=[C:33]([C:36]([F:37])([F:38])[F:39])[CH:34]=[CH:35][C:27]=2[F:26])/[N:16]([CH2:12][CH2:13][C:14]#[CH:15])[CH:20]=1)([CH3:22])([CH3:24])[CH3:23], predict the reactants needed to synthesize it. The reactants are: C1(C)C=CC(S(O)(=O)=O)=CC=1.[CH2:12]([N:16]1[CH:20]=[C:19]([C:21]([CH3:24])([CH3:23])[CH3:22])[S:18][C:17]1=[NH:25])[CH2:13][C:14]#[CH:15].[F:26][C:27]1[CH:35]=[CH:34][C:33]([C:36]([F:39])([F:38])[F:37])=[CH:32][C:28]=1[C:29](Cl)=[O:30].C(N(CC)CC)C. (4) Given the product [F:1][C:2]1[CH:8]=[CH:7][CH:6]=[CH:5][C:3]=1[NH:4][C:24]([C:23]1[NH:19][CH:20]=[CH:21][N:22]=1)=[O:32], predict the reactants needed to synthesize it. The reactants are: [F:1][C:2]1[CH:8]=[CH:7][CH:6]=[CH:5][C:3]=1[NH2:4].C[Si]([N-][Si](C)(C)C)(C)C.[Na+].[N:19]1[CH:20]=[CH:21][N:22]2[C:24](=[O:32])[C:23]3=[N:22][CH:21]=[CH:20][N:19]3[C:24](=[O:32])[C:23]=12. (5) Given the product [O-:12][P:11]([O:14][P:15]([OH:18])([OH:17])=[O:16])(=[O:10])[O-:13].[K+:6].[Na+:7].[P:1]([O-:5])([O-:4])([O-:3])=[O:2], predict the reactants needed to synthesize it. The reactants are: [P:1]([OH:5])([O-:4])([O-:3])=[O:2].[K+:6].[Na+:7].[OH-].[K+].[O-:10][P:11]([O:14][P:15]([OH:18])([OH:17])=[O:16])(=[O:13])[O-:12].[K+].[Na+].[O-]P(OP([O-])([O-])=O)(=O)[O-]. (6) Given the product [CH:26]1([NH:32][C:33](=[O:34])[NH:1][C:2]2[CH:3]=[CH:4][C:5]([C:8]3[CH:16]=[C:15]4[C:11]([CH2:12][N:13]([C@@H:18]([CH:23]([CH3:25])[CH3:24])[C:19]([O:21][CH3:22])=[O:20])[C:14]4=[O:17])=[CH:10][CH:9]=3)=[CH:6][CH:7]=2)[CH2:31][CH2:30][CH2:29][CH2:28][CH2:27]1, predict the reactants needed to synthesize it. The reactants are: [NH2:1][C:2]1[CH:7]=[CH:6][C:5]([C:8]2[CH:16]=[C:15]3[C:11]([CH2:12][N:13]([C@@H:18]([CH:23]([CH3:25])[CH3:24])[C:19]([O:21][CH3:22])=[O:20])[C:14]3=[O:17])=[CH:10][CH:9]=2)=[CH:4][CH:3]=1.[CH:26]1([N:32]=[C:33]=[O:34])[CH2:31][CH2:30][CH2:29][CH2:28][CH2:27]1.